This data is from Catalyst prediction with 721,799 reactions and 888 catalyst types from USPTO. The task is: Predict which catalyst facilitates the given reaction. Reactant: [CH2:1]([N:3]1[C:7]2[CH:8]=[CH:9][C:10]([C:12]3[C:13]([C:20]4[CH:21]=[C:22]([CH3:26])[CH:23]=[CH:24][CH:25]=4)=[N:14][N:15]([CH2:17][CH:18]=O)[CH:16]=3)=[CH:11][C:6]=2[N:5]([CH2:27][CH3:28])[C:4]1=[O:29])[CH3:2].[CH3:30][O:31][CH2:32][CH2:33][NH2:34]. Product: [CH2:1]([N:3]1[C:7]2[CH:8]=[CH:9][C:10]([C:12]3[C:13]([C:20]4[CH:21]=[C:22]([CH3:26])[CH:23]=[CH:24][CH:25]=4)=[N:14][N:15]([CH2:17][CH2:18][NH:34][CH2:33][CH2:32][O:31][CH3:30])[CH:16]=3)=[CH:11][C:6]=2[N:5]([CH2:27][CH3:28])[C:4]1=[O:29])[CH3:2]. The catalyst class is: 48.